This data is from Forward reaction prediction with 1.9M reactions from USPTO patents (1976-2016). The task is: Predict the product of the given reaction. (1) The product is: [Br:1][C:2]1[CH:3]=[C:4]2[CH:10]=[CH:9][NH:8][C:5]2=[N:6][CH:7]=1. Given the reactants [Br:1][C:2]1[CH:3]=[C:4]2[CH2:10][CH2:9][NH:8][C:5]2=[N:6][CH:7]=1.ClC1C(=O)C(C#N)=C(C#N)C(=O)C=1Cl.O.C(OCC)(=O)C, predict the reaction product. (2) The product is: [C:1]([C:5]1[O:9][C:8]([NH:10][C:11]2[CH:12]=[CH:13][C:14]([C:17]3[CH:22]=[CH:21][C:20]([C:23]45[CH2:28][CH2:27][C:26]([CH2:31][C:32]([OH:34])=[O:33])([CH2:29][CH2:30]4)[O:25][CH2:24]5)=[CH:19][CH:18]=3)=[N:15][CH:16]=2)=[N:7][CH:6]=1)([CH3:4])([CH3:2])[CH3:3]. Given the reactants [C:1]([C:5]1[O:9][C:8]([NH:10][C:11]2[CH:12]=[CH:13][C:14]([C:17]3[CH:22]=[CH:21][C:20]([C:23]45[CH2:30][CH2:29][C:26]([CH2:31][C:32]([O:34]CC6C=CC=CC=6)=[O:33])([CH2:27][CH2:28]4)[O:25][CH2:24]5)=[CH:19][CH:18]=3)=[N:15][CH:16]=2)=[N:7][CH:6]=1)([CH3:4])([CH3:3])[CH3:2], predict the reaction product. (3) Given the reactants Cl.[NH2:2][OH:3].C[O-].[Na+].CO.CO[C:11](=[O:39])[C@@H:12]([NH:16][C:17](=[O:38])[C:18]1[CH:23]=[CH:22][C:21]([S:24][C:25]2[CH:30]=[CH:29][C:28]([CH2:31][N:32]3[CH2:37][CH2:36][O:35][CH2:34][CH2:33]3)=[CH:27][CH:26]=2)=[CH:20][CH:19]=1)[C@H:13]([OH:15])[CH3:14].Cl, predict the reaction product. The product is: [OH:15][C@H:13]([CH3:14])[C@H:12]([NH:16][C:17](=[O:38])[C:18]1[CH:23]=[CH:22][C:21]([S:24][C:25]2[CH:26]=[CH:27][C:28]([CH2:31][N:32]3[CH2:37][CH2:36][O:35][CH2:34][CH2:33]3)=[CH:29][CH:30]=2)=[CH:20][CH:19]=1)[C:11](=[O:39])[NH:2][OH:3]. (4) Given the reactants [NH2:1][C:2]1[N:6]([C:7]2[C:12]([F:13])=[CH:11][C:10]([C:14]([F:17])([F:16])[F:15])=[CH:9][C:8]=2[Cl:18])[N:5]=[C:4]([C:19]#[N:20])[CH:3]=1.S(C1C=CC(C)=CC=1)(O)(=O)=O.CNC.[C:35]([S:39](Cl)=[O:40])([F:38])([F:37])[F:36], predict the reaction product. The product is: [NH2:1][C:2]1[N:6]([C:7]2[C:12]([F:13])=[CH:11][C:10]([C:14]([F:16])([F:15])[F:17])=[CH:9][C:8]=2[Cl:18])[N:5]=[C:4]([C:19]#[N:20])[C:3]=1[S:39]([C:35]([F:38])([F:37])[F:36])=[O:40]. (5) The product is: [Cl:1][C:2]1[CH:7]=[CH:6][CH:5]=[C:4]([O:8][CH2:19][CH:20]2[CH2:24][O:23][C:22]([CH3:26])([CH3:25])[O:21]2)[N:3]=1. Given the reactants [Cl:1][C:2]1[CH:7]=[CH:6][CH:5]=[C:4]([OH:8])[N:3]=1.C1(C)C=CC(S(O[CH2:19][CH:20]2[CH2:24][O:23][C:22]([CH3:26])([CH3:25])[O:21]2)(=O)=O)=CC=1.C(=O)([O-])[O-].[Cs+].[Cs+], predict the reaction product. (6) Given the reactants [Cl:1][C:2]1[CH:14]=[CH:13][C:5]2[N:6]([CH2:9][C:10](O)=[O:11])[N:7]=[N:8][C:4]=2[C:3]=1[O:15][C:16]1[CH:21]=[C:20]([C:22]#[N:23])[CH:19]=[C:18]([Cl:24])[CH:17]=1.[NH:25]1[CH2:30][CH2:29][CH2:28][CH:27]([C:31]([NH2:33])=[O:32])[CH2:26]1.[Cl-].C(N=C=NCCC[NH+](C)C)C.N1C2C(=NC=CC=2)N(O)N=1.C(N(CC)CC)C, predict the reaction product. The product is: [Cl:1][C:2]1[CH:14]=[CH:13][C:5]2[N:6]([CH2:9][C:10]([N:25]3[CH2:30][CH2:29][CH2:28][CH:27]([C:31]([NH2:33])=[O:32])[CH2:26]3)=[O:11])[N:7]=[N:8][C:4]=2[C:3]=1[O:15][C:16]1[CH:21]=[C:20]([C:22]#[N:23])[CH:19]=[C:18]([Cl:24])[CH:17]=1. (7) Given the reactants Cl[CH2:2][C:3]1[C:12]2[C:7](=[CH:8][CH:9]=[C:10]([O:13][CH3:14])[CH:11]=2)[CH:6]=[CH:5][CH:4]=1.CS(C)=O.O.[C-:20]#[N:21].[K+], predict the reaction product. The product is: [CH3:14][O:13][C:10]1[CH:11]=[C:12]2[C:7]([CH:6]=[CH:5][CH:4]=[C:3]2[CH2:2][C:20]#[N:21])=[CH:8][CH:9]=1. (8) Given the reactants [F:1][C:2]1[CH:7]=[CH:6][CH:5]=[C:4]([F:8])[C:3]=1[C:9]1[N:14]=[C:13]([C:15]([NH:17][C:18]2[C:19]([N:28]3[CH2:33][CH2:32][CH2:31][C@H:30]([NH:34][C:35](=[O:41])[O:36][C:37]([CH3:40])([CH3:39])[CH3:38])[CH2:29]3)=[C:20]3[CH2:26][CH2:25][CH:24]([OH:27])[C:21]3=[N:22][CH:23]=2)=[O:16])[CH:12]=[CH:11][C:10]=1[F:42].CC(OI1(OC(C)=O)(OC(C)=O)OC(=O)C2C=CC=CC1=2)=O.[OH-].[Na+], predict the reaction product. The product is: [F:8][C:4]1[CH:5]=[CH:6][CH:7]=[C:2]([F:1])[C:3]=1[C:9]1[N:14]=[C:13]([C:15]([NH:17][C:18]2[C:19]([N:28]3[CH2:33][CH2:32][CH2:31][C@H:30]([NH:34][C:35](=[O:41])[O:36][C:37]([CH3:38])([CH3:39])[CH3:40])[CH2:29]3)=[C:20]3[CH2:26][CH2:25][C:24](=[O:27])[C:21]3=[N:22][CH:23]=2)=[O:16])[CH:12]=[CH:11][C:10]=1[F:42]. (9) Given the reactants [CH3:1][C:2]([CH3:21])([CH3:20])[C:3]([N:5]1[CH2:10][CH2:9][C:8]([CH2:17][CH:18]=O)([C:11]2[CH:16]=[CH:15][CH:14]=[CH:13][CH:12]=2)[O:7][CH2:6]1)=[O:4].Cl.Cl.[C@@H:24]12[NH:31][C@@H:28]([CH2:29][CH2:30]1)[CH2:27][CH:26]([N:32]1[C:36]3[CH:37]=[CH:38][CH:39]=[CH:40][C:35]=3[N:34]=[C:33]1[CH3:41])[CH2:25]2.C(N(C(C)C)CC)(C)C.C(O[BH-](OC(=O)C)OC(=O)C)(=O)C.[Na+], predict the reaction product. The product is: [CH3:21][C:2]([CH3:1])([CH3:20])[C:3]([N:5]1[CH2:10][CH2:9][C:8]([CH2:17][CH2:18][N:31]2[C@H:28]3[CH2:29][CH2:30][C@@H:24]2[CH2:25][CH:26]([N:32]2[C:36]4[CH:37]=[CH:38][CH:39]=[CH:40][C:35]=4[N:34]=[C:33]2[CH3:41])[CH2:27]3)([C:11]2[CH:12]=[CH:13][CH:14]=[CH:15][CH:16]=2)[O:7][CH2:6]1)=[O:4]. (10) Given the reactants [F:1][C:2]([F:38])([F:37])[C:3]1[CH:8]=[CH:7][C:6]([C:9]2[CH:10]=[C:11]([CH:34]=[CH:35][CH:36]=2)[CH2:12][O:13][C:14]2[CH:19]=[CH:18][C:17]([CH:20]([CH2:26][N+:27]([O-])=[O:28])[CH2:21][C:22]([O:24][CH3:25])=[O:23])=[C:16]([O:30][CH2:31][C:32]#[CH:33])[CH:15]=2)=[CH:5][CH:4]=1.C1(N=C=O)C=CC=CC=1.C(N(CC)CC)C, predict the reaction product. The product is: [F:1][C:2]([F:37])([F:38])[C:3]1[CH:8]=[CH:7][C:6]([C:9]2[CH:36]=[CH:35][CH:34]=[C:11]([CH2:12][O:13][C:14]3[CH:19]=[CH:18][C:17]4[CH:20]([CH2:21][C:22]([O:24][CH3:25])=[O:23])[C:26]5[C:32]([CH2:31][O:30][C:16]=4[CH:15]=3)=[CH:33][O:28][N:27]=5)[CH:10]=2)=[CH:5][CH:4]=1.